Dataset: Reaction yield outcomes from USPTO patents with 853,638 reactions. Task: Predict the reaction yield, written as a fraction of the theoretical maximum amount of product (1.0 means a 100% yield; for example, 0.34 means a 34% yield). (1) The reactants are [CH3:1][O:2][C:3](=[O:15])[C:4]1[C:5](=[C:10](I)[CH:11]=[CH:12][CH:13]=1)[C:6]([O:8][CH3:9])=[O:7].[NH2:16][C:17]1[CH:22]=[CH:21][CH:20]=[CH:19][CH:18]=1.C1C=CC(P(C2C(C3C(P(C4C=CC=CC=4)C4C=CC=CC=4)=CC=C4C=3C=CC=C4)=C3C(C=CC=C3)=CC=2)C2C=CC=CC=2)=CC=1.C(=O)([O-])[O-].[Cs+].[Cs+]. The catalyst is C1(C)C=CC=CC=1.C(Cl)Cl.C1C=CC(/C=C/C(/C=C/C2C=CC=CC=2)=O)=CC=1.C1C=CC(/C=C/C(/C=C/C2C=CC=CC=2)=O)=CC=1.C1C=CC(/C=C/C(/C=C/C2C=CC=CC=2)=O)=CC=1.[Pd].[Pd]. The product is [CH3:1][O:2][C:3](=[O:15])[C:4]1[C:5](=[C:10]([NH:16][C:17]2[CH:22]=[CH:21][CH:20]=[CH:19][CH:18]=2)[CH:11]=[CH:12][CH:13]=1)[C:6]([O:8][CH3:9])=[O:7]. The yield is 0.830. (2) The reactants are C(O[C:6](=O)[N:7](C)[CH:8]([C:10](=[O:33])[NH:11][CH:12]1[CH2:17][CH2:16][CH2:15][N:14]([CH2:18][C:19](=[O:31])[NH:20][CH:21]2[C:30]3[C:25](=[CH:26][CH:27]=[CH:28][CH:29]=3)[CH2:24][CH2:23][CH2:22]2)[C:13]1=[O:32])[CH3:9])(C)(C)C.Cl.O1CCOCC1. The catalyst is C(OCC)(=O)C. The product is [CH3:6][NH:7][CH:8]([CH3:9])[C:10]([NH:11][CH:12]1[CH2:17][CH2:16][CH2:15][N:14]([CH2:18][C:19](=[O:31])[NH:20][CH:21]2[C:30]3[C:25](=[CH:26][CH:27]=[CH:28][CH:29]=3)[CH2:24][CH2:23][CH2:22]2)[C:13]1=[O:32])=[O:33]. The yield is 0.300. (3) The reactants are [CH3:1][NH:2][CH:3]1[CH2:8][CH2:7][N:6]([C:9]2[N:10]=[N:11][C:12]([C:19]3[N:20]([CH3:24])[N:21]=[CH:22][CH:23]=3)=[C:13]3[CH:18]=[CH:17][N:16]=[CH:15][C:14]=23)[CH2:5][CH2:4]1.C(N(CC)C(C)C)(C)C.[F:34][C:35]1[CH:40]=[CH:39][C:38]([N:41]=[C:42]=[O:43])=[C:37]([C:44]([F:47])([F:46])[F:45])[CH:36]=1. The catalyst is C(Cl)Cl. The product is [F:34][C:35]1[CH:40]=[CH:39][C:38]([NH:41][C:42](=[O:43])[N:2]([CH3:1])[CH:3]2[CH2:8][CH2:7][N:6]([C:9]3[N:10]=[N:11][C:12]([C:19]4[N:20]([CH3:24])[N:21]=[CH:22][CH:23]=4)=[C:13]4[CH:18]=[CH:17][N:16]=[CH:15][C:14]=34)[CH2:5][CH2:4]2)=[C:37]([C:44]([F:45])([F:46])[F:47])[CH:36]=1. The yield is 0.595.